This data is from Forward reaction prediction with 1.9M reactions from USPTO patents (1976-2016). The task is: Predict the product of the given reaction. (1) Given the reactants Br[C:2]1[N:7]=[C:6]([CH3:8])[C:5]([CH2:9][N:10]2[CH2:15][CH2:14][N:13]([C:16]([O:18][C:19]([CH3:22])([CH3:21])[CH3:20])=[O:17])[CH2:12][CH2:11]2)=[CH:4][CH:3]=1.[CH3:23][C:24]1[CH:29]=[CH:28][CH:27]=[CH:26][C:25]=1B(O)O.C(=O)([O-])[O-].[K+].[K+].O1CCOCC1, predict the reaction product. The product is: [CH3:8][C:6]1[C:5]([CH2:9][N:10]2[CH2:15][CH2:14][N:13]([C:16]([O:18][C:19]([CH3:22])([CH3:21])[CH3:20])=[O:17])[CH2:12][CH2:11]2)=[CH:4][CH:3]=[C:2]([C:25]2[CH:26]=[CH:27][CH:28]=[CH:29][C:24]=2[CH3:23])[N:7]=1. (2) Given the reactants [Cl:1][C:2]1[CH:9]=[C:8]([OH:10])[C:7]([Cl:11])=[CH:6][C:3]=1[C:4]#[N:5].C(N(CC)CC)C.[S:19](O[S:19]([C:22]([F:25])([F:24])[F:23])(=[O:21])=[O:20])([C:22]([F:25])([F:24])[F:23])(=[O:21])=[O:20], predict the reaction product. The product is: [F:23][C:22]([F:25])([F:24])[S:19]([O:10][C:8]1[CH:9]=[C:2]([Cl:1])[C:3]([C:4]#[N:5])=[CH:6][C:7]=1[Cl:11])(=[O:21])=[O:20].